From a dataset of Reaction yield outcomes from USPTO patents with 853,638 reactions. Predict the reaction yield, written as a fraction of the theoretical maximum amount of product (1.0 means a 100% yield; for example, 0.34 means a 34% yield). (1) The reactants are [CH3:1][N:2]1[C:10]2[N:9]=[C:8]3[NH:11][CH2:12][CH2:13][N:7]3[C:6]=2[C:5](=[O:14])[N:4]([CH2:15][CH2:16][CH2:17][CH2:18][C@H:19]([O:21][Si:22]([C:25]([CH3:28])([CH3:27])[CH3:26])([CH3:24])[CH3:23])[CH3:20])[C:3]1=[O:29].[C:30](OC(=O)C)(=[O:32])[CH3:31].CO. The catalyst is CN(C)C1C=CN=CC=1.ClCCl. The product is [C:30]([N:11]1[C:8]2=[N:9][C:10]3[N:2]([CH3:1])[C:3](=[O:29])[N:4]([CH2:15][CH2:16][CH2:17][CH2:18][C@H:19]([O:21][Si:22]([C:25]([CH3:28])([CH3:27])[CH3:26])([CH3:23])[CH3:24])[CH3:20])[C:5](=[O:14])[C:6]=3[N:7]2[CH2:13][CH2:12]1)(=[O:32])[CH3:31]. The yield is 0.670. (2) The reactants are [CH:1]([O:4][C:5]1([C:8]2[CH:13]=[CH:12][C:11]([C:14]#[C:15][C:16]3[CH:26]=[CH:25][C:19]([C:20]([O:22]CC)=[O:21])=[CH:18][CH:17]=3)=[CH:10][CH:9]=2)[CH2:7][CH2:6]1)([CH3:3])[CH3:2].[OH-].[Na+]. The catalyst is C(O)C.O1CCCC1. The product is [CH:1]([O:4][C:5]1([C:8]2[CH:13]=[CH:12][C:11]([C:14]#[C:15][C:16]3[CH:17]=[CH:18][C:19]([C:20]([OH:22])=[O:21])=[CH:25][CH:26]=3)=[CH:10][CH:9]=2)[CH2:6][CH2:7]1)([CH3:3])[CH3:2]. The yield is 0.880. (3) The reactants are [CH2:1]([O:3][C:4](=[O:17])[C@@H:5]([O:14][CH2:15][CH3:16])[CH2:6][C:7]1[CH:12]=[CH:11][C:10]([OH:13])=[CH:9][CH:8]=1)[CH3:2].[H-].[Na+]. The catalyst is C1(C)C=CC=CC=1. The product is [CH2:1]([O:3][C:4](=[O:17])[C@@H:5]([O:14][CH2:15][CH3:16])[CH2:6][C:7]1[CH:8]=[CH:9][C:10]([OH:13])=[CH:11][CH:12]=1)[C:2]1[CH:8]=[CH:7][CH:6]=[CH:5][CH:4]=1. The yield is 0.931. (4) The reactants are [N+:1]([C:4]1[CH:9]=[CH:8][CH:7]=[C:6]([N+:10]([O-])=O)[C:5]=1[NH:13][CH2:14][CH2:15][NH:16][C:17](=[O:23])[O:18][C:19]([CH3:22])([CH3:21])[CH3:20])([O-])=O. The catalyst is [Pd].O1CCCC1. The product is [NH2:10][C:6]1[CH:7]=[CH:8][CH:9]=[C:4]([NH2:1])[C:5]=1[NH:13][CH2:14][CH2:15][NH:16][C:17](=[O:23])[O:18][C:19]([CH3:21])([CH3:20])[CH3:22]. The yield is 0.990.